The task is: Predict which catalyst facilitates the given reaction.. This data is from Catalyst prediction with 721,799 reactions and 888 catalyst types from USPTO. (1) Reactant: [CH2:1]([C@H:3]([NH:10][C:11]([C:13]1[C:22]2[C:17](=[CH:18][CH:19]=[CH:20][CH:21]=2)[N:16]=[C:15]([C:23]2[CH:28]=[CH:27][CH:26]=[CH:25][CH:24]=2)[C:14]=1[OH:29])=[O:12])[C:4]1[CH:9]=[CH:8][CH:7]=[CH:6][CH:5]=1)[CH3:2].C([O-])([O-])=O.[K+].[K+].Br[CH2:37][C:38]([O:40][CH2:41][CH3:42])=[O:39]. Product: [CH2:1]([C@H:3]([NH:10][C:11]([C:13]1[C:22]2[C:17](=[CH:18][CH:19]=[CH:20][CH:21]=2)[N:16]=[C:15]([C:23]2[CH:24]=[CH:25][CH:26]=[CH:27][CH:28]=2)[C:14]=1[O:29][CH2:37][C:38]([O:40][CH2:41][CH3:42])=[O:39])=[O:12])[C:4]1[CH:5]=[CH:6][CH:7]=[CH:8][CH:9]=1)[CH3:2]. The catalyst class is: 1. (2) Reactant: [CH3:1][S:2]([OH:5])(=[O:4])=[O:3].[CH3:6][C:7]1([CH3:31])[C:11](=[O:12])[C:10]([C:13]2[CH:18]=[CH:17][C:16]([O:19][CH2:20][C:21]3[N:22]=[C:23]4[CH:28]=[CH:27][CH:26]=[C:25]([CH3:29])[N:24]4[CH:30]=3)=[CH:15][CH:14]=2)=[CH:9][O:8]1. Product: [CH3:1][S:2]([OH:5])(=[O:4])=[O:3].[CH3:20][O:19][C:16]1[CH:17]=[CH:18][C:13]([C:9]2[O:8][C:7]([CH3:31])([CH3:6])[C:11](=[O:12])[C:10]=2[C:13]2[CH:14]=[CH:15][C:16]([O:19][CH2:20][C:21]3[N:22]=[C:23]4[CH:28]=[CH:27][CH:26]=[C:25]([CH3:29])[N:24]4[CH:30]=3)=[CH:17][CH:18]=2)=[CH:14][CH:15]=1. The catalyst class is: 343.